Dataset: NCI-60 drug combinations with 297,098 pairs across 59 cell lines. Task: Regression. Given two drug SMILES strings and cell line genomic features, predict the synergy score measuring deviation from expected non-interaction effect. (1) Drug 1: CC12CCC3C(C1CCC2=O)CC(=C)C4=CC(=O)C=CC34C. Drug 2: CS(=O)(=O)CCNCC1=CC=C(O1)C2=CC3=C(C=C2)N=CN=C3NC4=CC(=C(C=C4)OCC5=CC(=CC=C5)F)Cl. Cell line: MDA-MB-231. Synergy scores: CSS=48.8, Synergy_ZIP=1.90, Synergy_Bliss=2.80, Synergy_Loewe=0.747, Synergy_HSA=0.458. (2) Drug 1: CN1C2=C(C=C(C=C2)N(CCCl)CCCl)N=C1CCCC(=O)O.Cl. Drug 2: CC1C(C(CC(O1)OC2CC(CC3=C2C(=C4C(=C3O)C(=O)C5=C(C4=O)C(=CC=C5)OC)O)(C(=O)CO)O)N)O.Cl. Cell line: DU-145. Synergy scores: CSS=30.5, Synergy_ZIP=-1.34, Synergy_Bliss=-2.87, Synergy_Loewe=-10.7, Synergy_HSA=-1.49. (3) Cell line: SF-539. Drug 2: C(CCl)NC(=O)N(CCCl)N=O. Synergy scores: CSS=-1.88, Synergy_ZIP=1.05, Synergy_Bliss=1.67, Synergy_Loewe=-3.08, Synergy_HSA=-2.52. Drug 1: C1CCN(CC1)CCOC2=CC=C(C=C2)C(=O)C3=C(SC4=C3C=CC(=C4)O)C5=CC=C(C=C5)O. (4) Drug 1: CC1=C2C(C(=O)C3(C(CC4C(C3C(C(C2(C)C)(CC1OC(=O)C(C(C5=CC=CC=C5)NC(=O)OC(C)(C)C)O)O)OC(=O)C6=CC=CC=C6)(CO4)OC(=O)C)OC)C)OC. Drug 2: CC1=C(C=C(C=C1)NC(=O)C2=CC=C(C=C2)CN3CCN(CC3)C)NC4=NC=CC(=N4)C5=CN=CC=C5. Cell line: SF-295. Synergy scores: CSS=43.3, Synergy_ZIP=3.79, Synergy_Bliss=3.28, Synergy_Loewe=-37.1, Synergy_HSA=2.33. (5) Drug 1: CN1CCC(CC1)COC2=C(C=C3C(=C2)N=CN=C3NC4=C(C=C(C=C4)Br)F)OC. Drug 2: C1CC(=O)NC(=O)C1N2C(=O)C3=CC=CC=C3C2=O. Cell line: SK-MEL-5. Synergy scores: CSS=1.17, Synergy_ZIP=2.17, Synergy_Bliss=6.53, Synergy_Loewe=1.98, Synergy_HSA=1.45. (6) Drug 2: COC1=NC(=NC2=C1N=CN2C3C(C(C(O3)CO)O)O)N. Synergy scores: CSS=2.79, Synergy_ZIP=-1.54, Synergy_Bliss=0.380, Synergy_Loewe=-8.26, Synergy_HSA=-1.30. Drug 1: CC12CCC(CC1=CCC3C2CCC4(C3CC=C4C5=CN=CC=C5)C)O. Cell line: T-47D. (7) Drug 1: C#CCC(CC1=CN=C2C(=N1)C(=NC(=N2)N)N)C3=CC=C(C=C3)C(=O)NC(CCC(=O)O)C(=O)O. Drug 2: C1=NNC2=C1C(=O)NC=N2. Cell line: NCI-H226. Synergy scores: CSS=7.76, Synergy_ZIP=-2.66, Synergy_Bliss=-1.76, Synergy_Loewe=-25.3, Synergy_HSA=-0.441. (8) Drug 1: C1C(C(OC1N2C=NC3=C(N=C(N=C32)Cl)N)CO)O. Drug 2: COCCOC1=C(C=C2C(=C1)C(=NC=N2)NC3=CC=CC(=C3)C#C)OCCOC.Cl. Cell line: OVCAR3. Synergy scores: CSS=38.8, Synergy_ZIP=9.28, Synergy_Bliss=11.7, Synergy_Loewe=3.87, Synergy_HSA=10.8. (9) Drug 1: CCCS(=O)(=O)NC1=C(C(=C(C=C1)F)C(=O)C2=CNC3=C2C=C(C=N3)C4=CC=C(C=C4)Cl)F. Drug 2: CC1=C(C=C(C=C1)NC(=O)C2=CC=C(C=C2)CN3CCN(CC3)C)NC4=NC=CC(=N4)C5=CN=CC=C5. Cell line: OVCAR3. Synergy scores: CSS=-0.617, Synergy_ZIP=1.18, Synergy_Bliss=2.57, Synergy_Loewe=-1.14, Synergy_HSA=-0.531.